From a dataset of Reaction yield outcomes from USPTO patents with 853,638 reactions. Predict the reaction yield, written as a fraction of the theoretical maximum amount of product (1.0 means a 100% yield; for example, 0.34 means a 34% yield). (1) The yield is 0.718. The reactants are [CH3:1][N:2]1[CH:6]=[C:5](/[CH:7]=[CH:8]/[C:9]([OH:11])=[O:10])[CH:4]=[N:3]1.OS(O)(=O)=O.[OH-].[Na+].[CH3:19]O. The product is [CH3:1][N:2]1[CH:6]=[C:5](/[CH:7]=[CH:8]/[C:9]([O:11][CH3:19])=[O:10])[CH:4]=[N:3]1. No catalyst specified. (2) The yield is 0.840. The catalyst is CCCCCC. The reactants are [CH3:1][O:2][C:3](=[O:18])[C:4]1[CH:9]=[C:8]([CH:10]=[O:11])[CH:7]=[C:6]([CH3:12])[C:5]=1[O:13][CH:14]1[CH2:17][CH2:16][CH2:15]1.[BH4-].[Na+]. The product is [CH3:1][O:2][C:3](=[O:18])[C:4]1[CH:9]=[C:8]([CH2:10][OH:11])[CH:7]=[C:6]([CH3:12])[C:5]=1[O:13][CH:14]1[CH2:15][CH2:16][CH2:17]1. (3) The reactants are [CH3:1][O:2][C:3]([CH:5]1[CH:10]([N:11]([S:13]([C:16]2[CH:21]=[CH:20][C:19]([O:22]CC3C=CC=CC=3)=[CH:18][CH:17]=2)(=[O:15])=[O:14])[CH3:12])[CH:9]2[CH2:30][CH:6]1[CH:7]=[CH:8]2)=[O:4]. The catalyst is C(O)C.C(Cl)Cl.[Pd]. The product is [CH3:1][O:2][C:3]([CH:5]1[CH:10]([N:11]([S:13]([C:16]2[CH:17]=[CH:18][C:19]([OH:22])=[CH:20][CH:21]=2)(=[O:15])=[O:14])[CH3:12])[CH:9]2[CH2:30][CH:6]1[CH2:7][CH2:8]2)=[O:4]. The yield is 0.970. (4) The reactants are C[Si]([N-][Si](C)(C)C)(C)C.[Na+].[NH2:11][C:12]1[N:16](C(OC(C)(C)C)=O)[N:15]=[C:14]([O:24][CH2:25][C:26]2[CH:31]=[C:30]([O:32][CH3:33])[CH:29]=[C:28]([O:34][CH3:35])[CH:27]=2)[CH:13]=1.[CH3:36][N:37]1[CH2:42][CH2:41][N:40]([C:43]2[CH:44]=[CH:45][C:46]([C:49](OC)=[O:50])=[N:47][CH:48]=2)[CH2:39][CH2:38]1.[NH4+].[Cl-]. The yield is 0.350. The catalyst is C1COCC1.O. The product is [CH3:33][O:32][C:30]1[CH:31]=[C:26]([CH2:25][O:24][C:14]2[CH:13]=[C:12]([NH:11][C:49]([C:46]3[CH:45]=[CH:44][C:43]([N:40]4[CH2:39][CH2:38][N:37]([CH3:36])[CH2:42][CH2:41]4)=[CH:48][N:47]=3)=[O:50])[NH:16][N:15]=2)[CH:27]=[C:28]([O:34][CH3:35])[CH:29]=1.